Dataset: Forward reaction prediction with 1.9M reactions from USPTO patents (1976-2016). Task: Predict the product of the given reaction. (1) Given the reactants [I:1][CH2:2][CH2:3][C@@H:4]([C:6]1[CH:11]=[CH:10][CH:9]=[CH:8][CH:7]=1)[OH:5].[F:12][C:13]1[C:18]2[CH:19]=[C:20]([C:22]#[N:23])[S:21][C:17]=2[C:16](O)=[CH:15][CH:14]=1, predict the reaction product. The product is: [F:12][C:13]1[C:18]2[CH:19]=[C:20]([C:22]#[N:23])[S:21][C:17]=2[C:16]([O:5][C@@H:4]([C:6]2[CH:11]=[CH:10][CH:9]=[CH:8][CH:7]=2)[CH2:3][CH2:2][I:1])=[CH:15][CH:14]=1. (2) Given the reactants [C:1]([O:4][C@@H:5]1[C@@H:10]([O:11][C:12](=[O:14])[CH3:13])[C@H:9]([O:15][C:16](=[O:18])[CH3:17])[C@@H:8]([C:19]([O:21][CH3:22])=[O:20])[O:7][C@H:6]1[O:23][C:24]1[CH:32]=[C:31]2[C:27]([C@H:28]([CH2:56][Cl:57])[CH2:29][N:30]2[C:33](=[O:55])[CH2:34][CH2:35][CH2:36][C:37]([N:39]2[C:47]3[C:42](=[C:43]4[C:51]([CH3:52])=[CH:50][S:49][C:44]4=[C:45]([OH:48])[CH:46]=3)[C@H:41]([CH2:53][Cl:54])[CH2:40]2)=[O:38])=[C:26]2[C:58]([CH3:61])=[CH:59][S:60][C:25]=12)(=[O:3])[CH3:2].Cl[C:63]([O:65][C:66]1[CH:71]=[CH:70][C:69]([N+:72]([O-:74])=[O:73])=[CH:68][CH:67]=1)=[O:64].CCN(CC)CC, predict the reaction product. The product is: [C:1]([O:4][C@@H:5]1[C@@H:10]([O:11][C:12](=[O:14])[CH3:13])[C@H:9]([O:15][C:16](=[O:18])[CH3:17])[C@@H:8]([C:19]([O:21][CH3:22])=[O:20])[O:7][C@H:6]1[O:23][C:24]1[CH:32]=[C:31]2[C:27]([C@H:28]([CH2:56][Cl:57])[CH2:29][N:30]2[C:33](=[O:55])[CH2:34][CH2:35][CH2:36][C:37]([N:39]2[C:47]3[C:42](=[C:43]4[C:51]([CH3:52])=[CH:50][S:49][C:44]4=[C:45]([O:48][C:63]([O:65][C:66]4[CH:67]=[CH:68][C:69]([N+:72]([O-:74])=[O:73])=[CH:70][CH:71]=4)=[O:64])[CH:46]=3)[C@H:41]([CH2:53][Cl:54])[CH2:40]2)=[O:38])=[C:26]2[C:58]([CH3:61])=[CH:59][S:60][C:25]=12)(=[O:3])[CH3:2]. (3) The product is: [NH2:5][C:6]1[CH:7]=[CH:8][C:9]([Cl:15])=[C:10]([CH:14]=1)[C:11]([O:13][CH3:16])=[O:12]. Given the reactants S(Cl)(Cl)=O.[NH2:5][C:6]1[CH:7]=[CH:8][C:9]([Cl:15])=[C:10]([CH:14]=1)[C:11]([OH:13])=[O:12].[CH3:16]O, predict the reaction product. (4) The product is: [Cl:1][CH2:2]/[C:3](/[O:10][CH2:13][CH3:14])=[CH:4]\[C:5]([O:7][CH2:8][CH3:9])=[O:6]. Given the reactants [Cl:1][CH2:2][C:3](=[O:10])[CH2:4][C:5]([O:7][CH2:8][CH3:9])=[O:6].C(OCC)(OCC)O[CH2:13][CH3:14].O=P12OP3(OP(OP(O3)(O1)=O)(=O)O2)=O, predict the reaction product. (5) Given the reactants [Cl:1][C:2]1[C:3]([F:34])=[C:4]([CH:31]=[CH:32][CH:33]=1)[CH2:5][NH:6][C:7]([C@@H:9]1[CH2:13][C@@H:12]([F:14])[CH2:11][N:10]1[C:15](=[O:30])[CH2:16][N:17]1[C:25]2[C:20](=[CH:21][C:22]([OH:26])=[CH:23][CH:24]=2)[C:19]([C:27](=[O:29])[CH3:28])=[CH:18]1)=[O:8].[OH-].[K+].I[CH3:38], predict the reaction product. The product is: [Cl:1][C:2]1[C:3]([F:34])=[C:4]([CH:31]=[CH:32][CH:33]=1)[CH2:5][NH:6][C:7]([C@@H:9]1[CH2:13][C@@H:12]([F:14])[CH2:11][N:10]1[C:15](=[O:30])[CH2:16][N:17]1[C:25]2[C:20](=[CH:21][C:22]([O:26][CH3:38])=[CH:23][CH:24]=2)[C:19]([C:27](=[O:29])[CH3:28])=[CH:18]1)=[O:8]. (6) Given the reactants C[O:2][C:3](=[O:38])[CH2:4][O:5][C:6]1[CH:15]=[CH:14][C:13]([F:16])=[C:12]2[C:7]=1[C:8]([O:34][CH:35]([F:37])[F:36])=[C:9]([CH2:19][C:20]1[CH:25]=[CH:24][C:23]([C:26]([N:28]3[CH2:32][CH2:31][CH2:30][CH2:29]3)=[O:27])=[CH:22][C:21]=1[Cl:33])[C:10]([CH2:17][CH3:18])=[N:11]2.O1CCCC1.[OH-].[Li+], predict the reaction product. The product is: [Cl:33][C:21]1[CH:22]=[C:23]([C:26]([N:28]2[CH2:29][CH2:30][CH2:31][CH2:32]2)=[O:27])[CH:24]=[CH:25][C:20]=1[CH2:19][C:9]1[C:10]([CH2:17][CH3:18])=[N:11][C:12]2[C:7]([C:8]=1[O:34][CH:35]([F:37])[F:36])=[C:6]([O:5][CH2:4][C:3]([OH:38])=[O:2])[CH:15]=[CH:14][C:13]=2[F:16]. (7) Given the reactants [CH2:1]([O:5][CH2:6][CH2:7][O:8][C:9]1[CH:14]=[CH:13][C:12]([C:15]2[CH:20]=[CH:19][C:18]([N:21]3[CH2:25][CH2:24][CH2:23][CH:22]3[CH3:26])=[C:17](/[CH:27]=[CH:28]/[C:29]([O:31]CC)=[O:30])[CH:16]=2)=[CH:11][CH:10]=1)[CH2:2][CH2:3][CH3:4].[OH-].[Na+].Cl, predict the reaction product. The product is: [CH2:1]([O:5][CH2:6][CH2:7][O:8][C:9]1[CH:10]=[CH:11][C:12]([C:15]2[CH:20]=[CH:19][C:18]([N:21]3[CH2:25][CH2:24][CH2:23][CH:22]3[CH3:26])=[C:17](/[CH:27]=[CH:28]/[C:29]([OH:31])=[O:30])[CH:16]=2)=[CH:13][CH:14]=1)[CH2:2][CH2:3][CH3:4]. (8) Given the reactants CCN(C(C)C)C(C)C.[NH2:10][CH2:11][CH:12]([C:14]1[CH:19]=[CH:18][CH:17]=[CH:16][CH:15]=1)[OH:13].[CH:20]1([CH3:32])[CH2:25][CH2:24][CH:23]([CH:26]([CH3:28])[CH3:27])[CH:22]([C:29](Cl)=[O:30])[CH2:21]1.Cl, predict the reaction product. The product is: [OH:13][CH:12]([C:14]1[CH:19]=[CH:18][CH:17]=[CH:16][CH:15]=1)[CH2:11][NH:10][C:29]([CH:22]1[CH2:21][CH:20]([CH3:32])[CH2:25][CH2:24][CH:23]1[CH:26]([CH3:28])[CH3:27])=[O:30]. (9) Given the reactants I[C:2]1[N:6]2[N:7]=[C:8]([C:11]3[CH:16]=[CH:15][C:14]([C:17]([N:19]4[CH2:24][CH2:23][O:22][CH2:21][CH2:20]4)=[O:18])=[CH:13][CH:12]=3)[CH:9]=[CH:10][C:5]2=[N:4][CH:3]=1.C(N(CC)C(C)C)(C)C.[C:34]([C:36]1[S:40][C:39]([NH:41][C:42](=[O:48])[O:43][C:44]([CH3:47])([CH3:46])[CH3:45])=[N:38][CH:37]=1)#[CH:35], predict the reaction product. The product is: [N:19]1([C:17]([C:14]2[CH:15]=[CH:16][C:11]([C:8]3[CH:9]=[CH:10][C:5]4[N:6]([C:2]([C:35]#[C:34][C:36]5[S:40][C:39]([NH:41][C:42](=[O:48])[O:43][C:44]([CH3:46])([CH3:45])[CH3:47])=[N:38][CH:37]=5)=[CH:3][N:4]=4)[N:7]=3)=[CH:12][CH:13]=2)=[O:18])[CH2:24][CH2:23][O:22][CH2:21][CH2:20]1. (10) Given the reactants [NH2:1][C:2]1[CH:3]=[C:4]([C:8]2([CH2:20][CH3:21])[CH2:13][CH2:12][N:11]([CH2:14][CH2:15][CH2:16][CH2:17][CH2:18][CH3:19])[CH2:10][CH2:9]2)[CH:5]=[CH:6][CH:7]=1.[CH2:22]([S:24](Cl)(=[O:26])=[O:25])[CH3:23], predict the reaction product. The product is: [NH3:1].[CH2:22]([S:24]([NH:1][C:2]1[CH:3]=[C:4]([C:8]2([CH2:20][CH3:21])[CH2:13][CH2:12][N:11]([CH2:14][CH2:15][CH2:16][CH2:17][CH2:18][CH3:19])[CH2:10][CH2:9]2)[CH:5]=[CH:6][CH:7]=1)(=[O:26])=[O:25])[CH3:23].